From a dataset of Full USPTO retrosynthesis dataset with 1.9M reactions from patents (1976-2016). Predict the reactants needed to synthesize the given product. Given the product [Cl:1][C:2]1[C:3]([F:23])=[C:4]([C:11]2[CH2:16][CH2:15][CH:14]([CH2:17][CH2:18][CH2:19][CH2:20][CH3:21])[CH2:13][CH:12]=2)[CH:5]=[CH:6][C:7]=1[O:8][CH2:9][CH3:10], predict the reactants needed to synthesize it. The reactants are: [Cl:1][C:2]1[C:3]([F:23])=[C:4]([C:11]2(O)[CH2:16][CH2:15][CH:14]([CH2:17][CH2:18][CH2:19][CH2:20][CH3:21])[CH2:13][CH2:12]2)[CH:5]=[CH:6][C:7]=1[O:8][CH2:9][CH3:10].C1(C)C=CC(S(O)(=O)=O)=CC=1.O.